Dataset: CYP2C19 inhibition data for predicting drug metabolism from PubChem BioAssay. Task: Regression/Classification. Given a drug SMILES string, predict its absorption, distribution, metabolism, or excretion properties. Task type varies by dataset: regression for continuous measurements (e.g., permeability, clearance, half-life) or binary classification for categorical outcomes (e.g., BBB penetration, CYP inhibition). Dataset: cyp2c19_veith. (1) The result is 1 (inhibitor). The molecule is CCc1ccc2c(c1)cc(CN(C(=S)Nc1cccc(C)c1)C1CC1)c1nnnn12. (2) The compound is CC1=C(C#N)C(Nc2ccc(Cl)cn2)(C(F)(F)F)C(=O)N1. The result is 1 (inhibitor).